Dataset: Forward reaction prediction with 1.9M reactions from USPTO patents (1976-2016). Task: Predict the product of the given reaction. (1) The product is: [OH:1][CH:2]([C:14]([CH3:17])([CH3:16])[CH3:15])[CH2:3][NH:4][C:5]([C:7]1[N:8]=[N:9][C:10]([N:21]2[CH2:22][CH2:23][N:18]([C:24](=[O:25])[C:26]3[CH:31]=[C:30]([F:32])[CH:29]=[CH:28][C:27]=3[C:33]([F:36])([F:35])[F:34])[CH2:19][CH2:20]2)=[CH:11][CH:12]=1)=[O:6]. Given the reactants [OH:1][CH:2]([C:14]([CH3:17])([CH3:16])[CH3:15])[CH2:3][NH:4][C:5]([C:7]1[N:8]=[N:9][C:10](Cl)=[CH:11][CH:12]=1)=[O:6].[N:18]1([C:24]([C:26]2[CH:31]=[C:30]([F:32])[CH:29]=[CH:28][C:27]=2[C:33]([F:36])([F:35])[F:34])=[O:25])[CH2:23][CH2:22][NH:21][CH2:20][CH2:19]1, predict the reaction product. (2) Given the reactants [NH2:1][N:2]1[N:11]=[C:10]([N:12]2[CH2:17][CH2:16][O:15][CH2:14][CH2:13]2)[C:9]2[C:4](=[CH:5][CH:6]=[CH:7][CH:8]=2)[C:3]1=[O:18].[F:19][C:20]([F:32])([F:31])[C:21]1[CH:22]=[C:23]([CH2:27][C:28](O)=[O:29])[CH:24]=[CH:25][CH:26]=1, predict the reaction product. The product is: [N:12]1([C:10]2[C:9]3[C:4](=[CH:5][CH:6]=[CH:7][CH:8]=3)[C:3](=[O:18])[N:2]([NH:1][C:28](=[O:29])[CH2:27][C:23]3[CH:24]=[CH:25][CH:26]=[C:21]([C:20]([F:31])([F:19])[F:32])[CH:22]=3)[N:11]=2)[CH2:17][CH2:16][O:15][CH2:14][CH2:13]1. (3) Given the reactants Br[C:2]1[CH:3]=[CH:4][C:5]2[O:9][C:8]3[CH:10]=[C:11]([S:14]([NH:17][C@@H:18]([CH:26]([CH3:28])[CH3:27])[C:19]([O:21][C:22]([CH3:25])([CH3:24])[CH3:23])=[O:20])(=[O:16])=[O:15])[CH:12]=[CH:13][C:7]=3[C:6]=2[CH:29]=1.C[C:31]([N:33](C)C)=O, predict the reaction product. The product is: [C:31]([C:2]1[CH:3]=[CH:4][C:5]2[O:9][C:8]3[CH:10]=[C:11]([S:14]([NH:17][C@@H:18]([CH:26]([CH3:27])[CH3:28])[C:19]([O:21][C:22]([CH3:23])([CH3:25])[CH3:24])=[O:20])(=[O:16])=[O:15])[CH:12]=[CH:13][C:7]=3[C:6]=2[CH:29]=1)#[N:33].